Dataset: Full USPTO retrosynthesis dataset with 1.9M reactions from patents (1976-2016). Task: Predict the reactants needed to synthesize the given product. Given the product [C:45]([C@@H:41]1[CH2:42][C@H:43]2[C@H:39]([CH2:44]2)[N:40]1[C:9](=[O:10])[C@H:8]([C:12]12[CH2:19][CH:18]3[CH2:17][CH:16]([CH2:15][C:14]([OH:22])([CH2:20]3)[CH2:13]1)[CH2:21]2)[NH:7][C:5]([O:4][C:2]([CH3:23])([CH3:1])[CH3:3])=[O:6])#[N:47], predict the reactants needed to synthesize it. The reactants are: [CH3:1][C:2]([CH3:23])([O:4][C:5]([NH:7][C@@H:8]([C:12]12[CH2:21][CH:16]3[CH2:17][CH:18]([CH2:20][C:14]([OH:22])([CH2:15]3)[CH2:13]1)[CH2:19]2)[C:9](O)=[O:10])=[O:6])[CH3:3].CS(Cl)(=O)=O.C(N(C(C)C)CC)(C)C.Cl.[C@H:39]12[CH2:44][C@H:43]1[CH2:42][C@@H:41]([C:45]([NH2:47])=O)[NH:40]2.OC1C2N=NNC=2C=CC=1.